The task is: Predict the product of the given reaction.. This data is from Forward reaction prediction with 1.9M reactions from USPTO patents (1976-2016). (1) Given the reactants Cl.[CH3:2][O:3][C:4]1[CH:16]=[CH:15][C:7]([CH2:8][C@@H:9]([C:11]([O:13][CH3:14])=[O:12])[NH2:10])=[CH:6][CH:5]=1.C(N(CC)CC)C.[F:24][C:25]1[CH:35]=[CH:34][CH:33]=[C:32]([F:36])[C:26]=1[CH:27]=[CH:28][C:29](O)=[O:30].CCN=C=NCCCN(C)C.Cl, predict the reaction product. The product is: [F:24][C:25]1[CH:35]=[CH:34][CH:33]=[C:32]([F:36])[C:26]=1[CH:27]=[CH:28][C:29]([NH:10][C@H:9]([C:11]([O:13][CH3:14])=[O:12])[CH2:8][C:7]1[CH:6]=[CH:5][C:4]([O:3][CH3:2])=[CH:16][CH:15]=1)=[O:30]. (2) Given the reactants C[O:2][CH:3]=[C:4]1[CH2:16][CH2:15][CH2:14][C:6]2([CH:11]=[CH:10][CH2:9][CH2:8][C:7]2([CH3:13])[CH3:12])[CH2:5]1.Cl, predict the reaction product. The product is: [CH3:12][C:7]1([CH3:13])[C:6]2([CH2:5][CH:4]([CH:3]=[O:2])[CH2:16][CH2:15][CH2:14]2)[CH:11]=[CH:10][CH2:9][CH2:8]1. (3) Given the reactants Cl[C:2]1[CH:12]=[C:6]2[N:7]([CH3:11])[CH2:8][CH2:9][CH2:10][N:5]2[C:4](=[O:13])[N:3]=1.[OH:14][CH2:15][C:16]1[CH:17]=[CH:18][C:19]([O:24][C:25]2[CH:30]=[CH:29][CH:28]=[C:27]([C:31]([F:34])([F:33])[F:32])[CH:26]=2)=[C:20]([CH:23]=1)[C:21]#[N:22].[H-].[Na+].Cl, predict the reaction product. The product is: [CH3:11][N:7]1[CH2:8][CH2:9][CH2:10][N:5]2[C:4](=[O:13])[N:3]=[C:2]([O:14][CH2:15][C:16]3[CH:17]=[CH:18][C:19]([O:24][C:25]4[CH:30]=[CH:29][CH:28]=[C:27]([C:31]([F:32])([F:33])[F:34])[CH:26]=4)=[C:20]([CH:23]=3)[C:21]#[N:22])[CH:12]=[C:6]12. (4) Given the reactants [CH3:1][C@@:2]1([C:7]([OH:9])=[O:8])[CH2:6][CH2:5][CH2:4][NH:3]1.[C:10](O[C:10]([O:12][C:13]([CH3:16])([CH3:15])[CH3:14])=[O:11])([O:12][C:13]([CH3:16])([CH3:15])[CH3:14])=[O:11].C(N(CC)CC)C, predict the reaction product. The product is: [C:13]([O:12][C:10]([N:3]1[CH2:4][CH2:5][CH2:6][C@@:2]1([CH3:1])[C:7]([OH:9])=[O:8])=[O:11])([CH3:16])([CH3:15])[CH3:14]. (5) Given the reactants [I:1][C:2]1[N:3]=[CH:4][NH:5][CH:6]=1.[CH2:7]([O:9][CH:10]([O:13][CH2:14][CH3:15])[CH2:11]Br)[CH3:8].C([O-])([O-])=O.[K+].[K+], predict the reaction product. The product is: [CH2:7]([O:9][CH:10]([O:13][CH2:14][CH3:15])[CH2:11][N:5]1[CH:6]=[C:2]([I:1])[N:3]=[CH:4]1)[CH3:8]. (6) Given the reactants [F:1][C:2]1[C:3]([C:13]([O:15][CH3:16])=[O:14])=[CH:4][NH:5][C:6]=1[C:7]1[CH:12]=[CH:11][CH:10]=[CH:9][CH:8]=1.[H-].[Na+].C1OCCOCCOCCOCCOC1.Cl.[N:35]1[CH:40]=[CH:39][CH:38]=[C:37]([S:41](Cl)(=[O:43])=[O:42])[CH:36]=1, predict the reaction product. The product is: [F:1][C:2]1[C:3]([C:13]([O:15][CH3:16])=[O:14])=[CH:4][N:5]([S:41]([C:37]2[CH:36]=[N:35][CH:40]=[CH:39][CH:38]=2)(=[O:43])=[O:42])[C:6]=1[C:7]1[CH:12]=[CH:11][CH:10]=[CH:9][CH:8]=1. (7) Given the reactants ON1C(=O)CCC1=O.C1CCC(N=C=NC2CCCCC2)CC1.[CH:24]1[CH:29]=[C:28]([CH2:30][C:31](O)=[O:32])[C:27]([NH:34][C:35]2[C:40]([Cl:41])=[CH:39][CH:38]=[CH:37][C:36]=2[Cl:42])=[CH:26][CH:25]=1.CCOC(C)=O, predict the reaction product. The product is: [CH2:30]1[C:31](=[O:32])[N:34]([C:35]2[C:40]([Cl:41])=[CH:39][CH:38]=[CH:37][C:36]=2[Cl:42])[C:27]2[C:28]1=[CH:29][CH:24]=[CH:25][CH:26]=2.